Dataset: Forward reaction prediction with 1.9M reactions from USPTO patents (1976-2016). Task: Predict the product of the given reaction. (1) The product is: [OH:13][C:7]1[C:6]2[C:11](=[CH:12][C:3]([O:2][CH3:1])=[C:4]([O:14][C:16](=[O:17])[CH3:15])[CH:5]=2)[N:10]=[CH:9][N:8]=1. Given the reactants [CH3:1][O:2][C:3]1[CH:12]=[C:11]2[C:6]([C:7]([OH:13])=[N:8][CH:9]=[N:10]2)=[CH:5][C:4]=1[OH:14].[CH3:15][C:16](OC(C)=O)=[O:17], predict the reaction product. (2) Given the reactants FC(F)(F)C(O)=O.[Cl:8][C:9]1[CH:10]=[CH:11][C:12]([NH:25][C:26]([CH:28]2[CH2:33][CH2:32][NH:31][CH2:30][CH2:29]2)=[O:27])=[C:13]([CH:24]=1)[C:14]([NH:16][C:17]1[CH:22]=[CH:21][C:20]([Cl:23])=[CH:19][N:18]=1)=[O:15].C(N(CC)CC)C.Br[CH:42]([C:44]1[CH:49]=[CH:48][CH:47]=[CH:46][CH:45]=1)[CH3:43].N, predict the reaction product. The product is: [ClH:8].[Cl:8][C:9]1[CH:10]=[CH:11][C:12]([NH:25][C:26]([CH:28]2[CH2:29][CH2:30][N:31]([CH:42]([C:44]3[CH:49]=[CH:48][CH:47]=[CH:46][CH:45]=3)[CH3:43])[CH2:32][CH2:33]2)=[O:27])=[C:13]([CH:24]=1)[C:14]([NH:16][C:17]1[CH:22]=[CH:21][C:20]([Cl:23])=[CH:19][N:18]=1)=[O:15].